This data is from Reaction yield outcomes from USPTO patents with 853,638 reactions. The task is: Predict the reaction yield, written as a fraction of the theoretical maximum amount of product (1.0 means a 100% yield; for example, 0.34 means a 34% yield). (1) The reactants are [NH:1]1[CH:5]=[CH:4][C:3]([NH:6][C:7]2[C:16]3[C:11](=[CH:12][C:13]([I:17])=[CH:14][CH:15]=3)[N:10]=[C:9]([C:18]([O:20]CC)=O)[N:8]=2)=[N:2]1.[F:23][C:24]1[CH:29]=[CH:28][C:27]([Mg]Br)=[CH:26][CH:25]=1. The catalyst is C1COCC1. The product is [NH:1]1[CH:5]=[CH:4][C:3]([NH:6][C:7]2[C:16]3[C:11](=[CH:12][C:13]([I:17])=[CH:14][CH:15]=3)[N:10]=[C:9]([C:18]([C:27]3[CH:28]=[CH:29][C:24]([F:23])=[CH:25][CH:26]=3)=[O:20])[N:8]=2)=[N:2]1. The yield is 0.340. (2) The reactants are [CH2:1]([O:4][C:5]1([CH3:45])[CH2:10][CH2:9][N:8]([C:11]2[C:12]3[N:13]([N:28]=[C:29]([C:31]4[CH:32]=[C:33]([C:37]5[CH:42]=[C:41]([CH3:43])[CH:40]=[CH:39][C:38]=5[OH:44])[CH:34]=[CH:35][CH:36]=4)[CH:30]=3)[CH:14]=[C:15]([CH3:27])[C:16]=2[C@H:17]([O:22][C:23]([CH3:26])([CH3:25])[CH3:24])[C:18]([O:20][CH3:21])=[O:19])[CH2:7][CH2:6]1)[CH:2]=[CH2:3].[CH3:46][C@@H:47](O)[CH2:48][CH:49]=[CH2:50].C1C=CC(P(C2C=CC=CC=2)C2C=CC=CC=2)=CC=1.CCOC(/N=N/C(OCC)=O)=O. The catalyst is C1COCC1.O. The product is [CH2:1]([O:4][C:5]1([CH3:45])[CH2:10][CH2:9][N:8]([C:11]2[C:12]3[N:13]([N:28]=[C:29]([C:31]4[CH:32]=[C:33]([C:37]5[CH:42]=[C:41]([CH3:43])[CH:40]=[CH:39][C:38]=5[O:44][C@H:49]([CH2:48][CH:47]=[CH2:46])[CH3:50])[CH:34]=[CH:35][CH:36]=4)[CH:30]=3)[CH:14]=[C:15]([CH3:27])[C:16]=2[C@H:17]([O:22][C:23]([CH3:25])([CH3:24])[CH3:26])[C:18]([O:20][CH3:21])=[O:19])[CH2:7][CH2:6]1)[CH:2]=[CH2:3]. The yield is 0.920. (3) The reactants are [Cl:1][C:2]1[CH:10]=[C:9]2[C:5]([C:6]([C:11]([O:13]C)=[O:12])=[CH:7][NH:8]2)=[CH:4][C:3]=1[C:15]1[CH:20]=[CH:19][C:18]([CH:21]2[CH2:24][CH2:23][N:22]2[S:25]([CH3:28])(=[O:27])=[O:26])=[CH:17][CH:16]=1.[OH-].[Na+]. The catalyst is CO. The product is [Cl:1][C:2]1[CH:10]=[C:9]2[C:5]([C:6]([C:11]([OH:13])=[O:12])=[CH:7][NH:8]2)=[CH:4][C:3]=1[C:15]1[CH:20]=[CH:19][C:18]([CH:21]2[CH2:24][CH2:23][N:22]2[S:25]([CH3:28])(=[O:27])=[O:26])=[CH:17][CH:16]=1. The yield is 0.130. (4) The reactants are C[O:2][C:3]([C:5]1([CH3:41])[C:10]([C:12]2[CH:17]=[CH:16][C:15]([Cl:18])=[CH:14][CH:13]=2)([OH:11])[CH2:9][CH2:8][N:7]([CH2:19][CH2:20][CH:21]=[C:22]2[C:28]3[CH:29]=[CH:30][CH:31]=[N:32][C:27]=3[CH2:26][O:25][C:24]3[CH:33]=[CH:34][C:35]([C:37]([OH:40])([CH3:39])[CH3:38])=[CH:36][C:23]2=3)[CH2:6]1)=O.[H-].[H-].[H-].[H-].[Li+].[Al+3]. The catalyst is O1CCCC1. The product is [Cl:18][C:15]1[CH:16]=[CH:17][C:12]([C:10]2([OH:11])[CH2:9][CH2:8][N:7]([CH2:19][CH2:20][CH:21]=[C:22]3[C:28]4[CH:29]=[CH:30][CH:31]=[N:32][C:27]=4[CH2:26][O:25][C:24]4[CH:33]=[CH:34][C:35]([C:37]([OH:40])([CH3:39])[CH3:38])=[CH:36][C:23]3=4)[CH2:6][C:5]2([CH2:3][OH:2])[CH3:41])=[CH:13][CH:14]=1. The yield is 0.430. (5) The reactants are [N:1]([O-])=O.[Na+].[NH2:5][C:6]1[CH:7]=[N:8][C:9]([CH3:12])=[CH:10][CH:11]=1.C([O:15][C:16](=[O:33])[CH:17]([NH:23][C:24]([C:26]1[CH:31]=[CH:30][C:29]([CH3:32])=[CH:28][N:27]=1)=O)C(OCC)=O)C.C(=O)([O-])[O-].[K+].[K+].C[O-].[Na+]. The catalyst is O.C(O)(=O)C.Cl.CC(C)=O.C(Cl)(Cl)Cl.CO.C(OCC)(=O)C. The product is [CH3:12][C:9]1[N:8]=[CH:7][C:6]([N:5]2[C:24]([C:26]3[CH:31]=[CH:30][C:29]([CH3:32])=[CH:28][N:27]=3)=[N:23][C:17]([C:16]([OH:15])=[O:33])=[N:1]2)=[CH:11][CH:10]=1. The yield is 0.290.